Dataset: Reaction yield outcomes from USPTO patents with 853,638 reactions. Task: Predict the reaction yield, written as a fraction of the theoretical maximum amount of product (1.0 means a 100% yield; for example, 0.34 means a 34% yield). (1) The product is [CH2:6]([O:8][C:9](=[O:22])[CH2:10][N:11]1[C:19]2[C:14](=[CH:15][C:16]([F:20])=[CH:17][CH:18]=2)[C:13]([S:2](=[O:5])(=[O:3])[NH:37][C:36]2[CH:38]=[CH:39][C:33]([Cl:32])=[CH:34][CH:35]=2)=[C:12]1[CH3:21])[CH3:7]. The yield is 0.0300. The reactants are Cl[S:2]([OH:5])(=O)=[O:3].[CH2:6]([O:8][C:9](=[O:22])[CH2:10][N:11]1[C:19]2[C:14](=[CH:15][C:16]([F:20])=[CH:17][CH:18]=2)[CH:13]=[C:12]1[CH3:21])[CH3:7].C(N(CC)C(C)C)(C)C.[Cl:32][C:33]1[CH:39]=[CH:38][C:36]([NH2:37])=[CH:35][CH:34]=1. The catalyst is CCOCC. (2) The reactants are [Br:1][C:2]1[CH:3]=[C:4]([NH:8][CH2:9][C:10]2[CH:15]=[CH:14][CH:13]=[C:12]([O:16][C:17]([F:20])([F:19])[F:18])[CH:11]=2)[CH:5]=[CH:6][CH:7]=1.[F:21][C:22]([F:28])([F:27])S([O-])(=[O:41])=[O:41].[Yb+3].[F:21][C:22]([F:28])([F:27])S([O-])(=O)=O.[F:21][C:22]([F:28])([F:27])S([O-])(=O)=[O:41].[C:46](#N)[CH3:47]. No catalyst specified. The product is [Br:1][C:2]1[CH:3]=[C:4]([N:8]([CH2:9][C:10]2[CH:15]=[CH:14][CH:13]=[C:12]([O:16][C:17]([F:18])([F:19])[F:20])[CH:11]=2)[CH2:47][C@@H:46]([OH:41])[C:22]([F:28])([F:27])[F:21])[CH:5]=[CH:6][CH:7]=1. The yield is 0.900. (3) The reactants are [NH:1]1[CH2:6][C:5](=[O:7])[NH:4][CH2:3][C:2]1=[O:8].[C:9]([O-:12])(=O)[CH3:10].[Na+].[C:14](OC(=O)C)(=[O:16])[CH3:15]. No catalyst specified. The product is [C:14]([N:1]1[CH2:6][C:5](=[O:7])[N:4]([C:9](=[O:12])[CH3:10])[CH2:3][C:2]1=[O:8])(=[O:16])[CH3:15]. The yield is 0.610. (4) The reactants are [OH-].[K+].[C@H:3]1([C:10]([O:12]C)=[O:11])[CH2:5][C@@H:4]1[C:6]([O:8][CH3:9])=[O:7]. The catalyst is CO. The product is [CH3:9][O:8][C:6]([C@H:4]1[CH2:5][C@@H:3]1[C:10]([OH:12])=[O:11])=[O:7]. The yield is 0.800.